Dataset: Forward reaction prediction with 1.9M reactions from USPTO patents (1976-2016). Task: Predict the product of the given reaction. (1) Given the reactants [CH2:1]([N:8]1[CH2:13][C:12]([CH3:15])([CH3:14])[O:11][C:10]2([CH2:20][CH2:19][N:18](C(OC(C)(C)C)=O)[CH2:17][CH2:16]2)[CH2:9]1)[C:2]1[CH:7]=[CH:6][CH:5]=[CH:4][CH:3]=1.Cl, predict the reaction product. The product is: [CH2:1]([N:8]1[CH2:13][C:12]([CH3:15])([CH3:14])[O:11][C:10]2([CH2:20][CH2:19][NH:18][CH2:17][CH2:16]2)[CH2:9]1)[C:2]1[CH:3]=[CH:4][CH:5]=[CH:6][CH:7]=1. (2) Given the reactants [CH3:1][CH:2]([OH:4])[CH3:3].C(O)C([NH2:11])(CO)CO.Cl.[C:14]([OH:26])(=[O:25])[CH2:15][C:16](CC(O)=O)([C:18]([OH:20])=[O:19])O, predict the reaction product. The product is: [NH2:11][C@@H:16]([C:18]([OH:20])=[O:19])[CH2:15][C:14](=[O:25])[OH:26].[CH3:1][CH:2]([OH:4])[CH3:3]. (3) The product is: [CH2:44]([O:46][C:47](=[O:50])[CH:48]=[CH:49][C:31]1[CH:36]=[N:35][C:34]([C:37]2[CH:42]=[CH:41][CH:40]=[CH:39][C:38]=2[F:43])=[CH:33][CH:32]=1)[CH3:45]. Given the reactants C1(C)C=CC=CC=1P(C1C=CC=CC=1C)C1C=CC=CC=1C.C(N(CC)CC)C.Br[C:31]1[CH:32]=[CH:33][C:34]([C:37]2[CH:42]=[CH:41][CH:40]=[CH:39][C:38]=2[F:43])=[N:35][CH:36]=1.[CH2:44]([O:46][C:47](=[O:50])[CH:48]=[CH2:49])[CH3:45], predict the reaction product. (4) Given the reactants [CH:1]1([CH2:4][OH:5])[CH2:3][CH2:2]1.[H-].[Na+].[Br:8][C:9]1[C:18]2[C:13](=[CH:14][C:15]([CH2:19]Br)=[CH:16][CH:17]=2)[C:12](=[O:21])[N:11]([CH:22]([CH3:24])[CH3:23])[N:10]=1, predict the reaction product. The product is: [Br:8][C:9]1[C:18]2[C:13](=[CH:14][C:15]([CH2:19][O:5][CH2:4][CH:1]3[CH2:3][CH2:2]3)=[CH:16][CH:17]=2)[C:12](=[O:21])[N:11]([CH:22]([CH3:24])[CH3:23])[N:10]=1. (5) Given the reactants [CH2:1]([Si:9](Cl)([Cl:11])[Cl:10])[CH2:2][CH2:3][CH2:4][CH2:5][CH2:6][CH:7]=[CH2:8].C[SiH](Cl)Cl, predict the reaction product. The product is: [CH2:1]([SiH:9]([Cl:11])[Cl:10])[CH2:2][CH2:3][CH2:4][CH2:5][CH2:6][CH:7]=[CH2:8]. (6) Given the reactants [Cl:1][C:2]1[CH:10]=[CH:9][CH:8]=[CH:7][C:3]=1[C:4]([OH:6])=O.[CH:11]1([CH2:14][CH:15]([C:18]2[CH:19]=[N:20][C:21]([CH:24]([F:26])[F:25])=[CH:22][CH:23]=2)[CH2:16][NH2:17])[CH2:13][CH2:12]1, predict the reaction product. The product is: [Cl:1][C:2]1[CH:10]=[CH:9][CH:8]=[CH:7][C:3]=1[C:4]([NH:17][CH2:16][CH:15]([C:18]1[CH:19]=[N:20][C:21]([CH:24]([F:26])[F:25])=[CH:22][CH:23]=1)[CH2:14][CH:11]1[CH2:12][CH2:13]1)=[O:6]. (7) Given the reactants [CH3:1][C:2]1[O:6][N:5]=[C:4]([C:7]([OH:11])([C:9]#[CH:10])[CH3:8])[CH:3]=1.Br[C:13]1[CH:26]=[C:25]2[C:16]([O:17][CH2:18][CH2:19][N:20]3[C:24]2=[N:23][C:22]([C:27]([NH2:29])=[O:28])=[CH:21]3)=[CH:15][CH:14]=1, predict the reaction product. The product is: [OH:11][C@@:7]([C:4]1[CH:3]=[C:2]([CH3:1])[O:6][N:5]=1)([CH3:8])[C:9]#[C:10][C:13]1[CH:14]=[CH:15][C:16]2[O:17][CH2:18][CH2:19][N:20]3[C:24](=[N:23][C:22]([C:27]([NH2:29])=[O:28])=[CH:21]3)[C:25]=2[CH:26]=1. (8) Given the reactants [NH:1](C(OCC1C=CC=CC=1)=O)[C@H:2]([C:13]([NH:15][C@H:16]([C:27]([N:29]1[CH2:88][CH2:87][CH2:86][C@H:30]1[C:31]([NH:33][C@H:34]([C:45]([NH:47][C@H:48]([C:56]([NH:58][C@H:59]([C:67]([NH:69][C@H:70]([C:83]([NH2:85])=[O:84])[CH2:71][CH2:72][CH2:73][CH2:74][NH:75][C:76]([O:78][C:79]([CH3:82])([CH3:81])[CH3:80])=[O:77])=[O:68])[CH2:60][CH2:61][CH2:62][NH:63][C:64](=[NH:66])[NH2:65])=[O:57])[CH2:49][CH2:50][CH2:51][NH:52][C:53](=[NH:55])[NH2:54])=[O:46])[CH2:35][C:36]1[C:44]2[C:39](=[CH:40][CH:41]=[CH:42][CH:43]=2)[NH:38][CH:37]=1)=[O:32])=[O:28])[CH2:17][C:18]1[C:26]2[C:21](=[CH:22][CH:23]=[CH:24][CH:25]=2)[NH:20][CH:19]=1)=[O:14])[CH2:3][C:4]1[C:12]2[C:7](=[CH:8][CH:9]=[CH:10][CH:11]=2)[NH:6][CH:5]=1, predict the reaction product. The product is: [NH2:1][C@H:2]([C:13]([NH:15][C@H:16]([C:27]([N:29]1[CH2:88][CH2:87][CH2:86][C@H:30]1[C:31]([NH:33][C@H:34]([C:45]([NH:47][C@H:48]([C:56]([NH:58][C@H:59]([C:67]([NH:69][C@H:70]([C:83]([NH2:85])=[O:84])[CH2:71][CH2:72][CH2:73][CH2:74][NH:75][C:76]([O:78][C:79]([CH3:82])([CH3:80])[CH3:81])=[O:77])=[O:68])[CH2:60][CH2:61][CH2:62][NH:63][C:64](=[NH:65])[NH2:66])=[O:57])[CH2:49][CH2:50][CH2:51][NH:52][C:53](=[NH:54])[NH2:55])=[O:46])[CH2:35][C:36]1[C:44]2[C:39](=[CH:40][CH:41]=[CH:42][CH:43]=2)[NH:38][CH:37]=1)=[O:32])=[O:28])[CH2:17][C:18]1[C:26]2[C:21](=[CH:22][CH:23]=[CH:24][CH:25]=2)[NH:20][CH:19]=1)=[O:14])[CH2:3][C:4]1[C:12]2[C:7](=[CH:8][CH:9]=[CH:10][CH:11]=2)[NH:6][CH:5]=1.